From a dataset of Reaction yield outcomes from USPTO patents with 853,638 reactions. Predict the reaction yield, written as a fraction of the theoretical maximum amount of product (1.0 means a 100% yield; for example, 0.34 means a 34% yield). (1) The reactants are Cl.[CH3:2][O:3][C:4]1[CH:11]=[CH:10][C:7]([C:8]#[N:9])=[CH:6][C:5]=1[O:12][CH:13]1[CH2:18][CH2:17][NH:16][CH2:15][CH2:14]1.Cl[CH2:20][C:21]([NH:23][CH3:24])=[O:22].C(=O)([O-])[O-].[K+].[K+].O. The catalyst is C(#N)C. The product is [C:8]([C:7]1[CH:10]=[CH:11][C:4]([O:3][CH3:2])=[C:5]([CH:6]=1)[O:12][CH:13]1[CH2:18][CH2:17][N:16]([CH2:20][C:21]([NH:23][CH3:24])=[O:22])[CH2:15][CH2:14]1)#[N:9]. The yield is 0.940. (2) The reactants are Br[C:2]1[C:3]([N+:8]([O-])=O)=[N:4][CH:5]=[CH:6][CH:7]=1.[C:11]1(=O)[CH2:18][CH2:17][CH2:16][CH2:15][CH2:14][CH2:13][NH:12]1. No catalyst specified. The product is [N:4]1[CH:5]=[CH:6][CH:7]=[C:2]2[C:3]=1[N:8]=[C:11]1[CH2:18][CH2:17][CH2:16][CH2:15][CH2:14][CH2:13][N:12]12. The yield is 0.200. (3) The reactants are [C:1]([O:4][CH:5]([NH:15][C:16]([O:18][CH2:19][C:20]1[C:29]([O:30][CH2:31][CH:32]=[CH2:33])=[CH:28][C:27]2[C:22](=[CH:23][CH:24]=[CH:25][CH:26]=2)[CH:21]=1)=[O:17])[CH2:6][O:7][CH2:8][C:9]1[CH:14]=[CH:13][CH:12]=[CH:11][CH:10]=1)(=O)C. The catalyst is CO. The product is [CH2:8]([O:7][CH2:6][CH:5]([NH:15][C:16](=[O:17])[O:18][CH2:19][C:20]1[C:29]([O:30][CH2:31][CH:32]=[CH2:33])=[CH:28][C:27]2[C:22](=[CH:23][CH:24]=[CH:25][CH:26]=2)[CH:21]=1)[O:4][CH3:1])[C:9]1[CH:14]=[CH:13][CH:12]=[CH:11][CH:10]=1. The yield is 0.980. (4) The reactants are [N+:1](=[CH2:3])=[N-:2].[CH3:4][C:5]([CH3:10])([CH3:9])[C:6](Cl)=[O:7]. The catalyst is C(OCC)C. The product is [N+:1](=[CH:3][C:6](=[O:7])[C:5]([CH3:10])([CH3:9])[CH3:4])=[N-:2]. The yield is 1.00. (5) The reactants are [OH:1][CH:2]1[C:11]2[C:6](=[CH:7][CH:8]=[C:9]([N:12]3[C:17](=[O:18])[C:16]([CH2:19][C:20]4[CH:25]=[CH:24][C:23]([C:26]5[C:27]([C:32]#[N:33])=[CH:28][CH:29]=[CH:30][CH:31]=5)=[CH:22][CH:21]=4)=[C:15]([CH2:34][CH2:35][CH3:36])[N:14]=[C:13]3[CH3:37])[CH:10]=2)[O:5][C:4]([CH3:39])([CH3:38])[CH2:3]1.N1C(C)=CC=CC=1C.FC(F)(F)S(O[Si:54]([CH:61]([CH3:63])[CH3:62])([CH:58]([CH3:60])[CH3:59])[CH:55]([CH3:57])[CH3:56])(=O)=O. The catalyst is ClCCl.C(OCC)(=O)C. The product is [CH3:39][C:4]1([CH3:38])[CH2:3][CH:2]([O:1][Si:54]([CH:61]([CH3:63])[CH3:62])([CH:58]([CH3:60])[CH3:59])[CH:55]([CH3:57])[CH3:56])[C:11]2[C:6](=[CH:7][CH:8]=[C:9]([N:12]3[C:17](=[O:18])[C:16]([CH2:19][C:20]4[CH:25]=[CH:24][C:23]([C:26]5[C:27]([C:32]#[N:33])=[CH:28][CH:29]=[CH:30][CH:31]=5)=[CH:22][CH:21]=4)=[C:15]([CH2:34][CH2:35][CH3:36])[N:14]=[C:13]3[CH3:37])[CH:10]=2)[O:5]1. The yield is 1.00. (6) The reactants are [CH2:1]([O:8][C:9]1[CH:15]=[C:14]([Br:16])[CH:13]=[C:12]([N+:17]([O-:19])=[O:18])[C:10]=1[NH2:11])[C:2]1[CH:7]=[CH:6][CH:5]=[CH:4][CH:3]=1.[CH:20]1([C:23](Cl)=[O:24])[CH2:22][CH2:21]1. The catalyst is O1CCOCC1. The product is [CH2:1]([O:8][C:9]1[CH:15]=[C:14]([Br:16])[CH:13]=[C:12]([N+:17]([O-:19])=[O:18])[C:10]=1[NH:11][C:23]([CH:20]1[CH2:22][CH2:21]1)=[O:24])[C:2]1[CH:7]=[CH:6][CH:5]=[CH:4][CH:3]=1. The yield is 0.870. (7) The reactants are [CH2:1]([O:8][C:9]([NH:11][C@@H:12]([CH3:29])[CH2:13][N:14]1[C:22]2[C:17](=[CH:18][CH:19]=[C:20]3[O:25][C:24]([C:26](O)=[O:27])=[CH:23][C:21]3=2)[CH:16]=[N:15]1)=[O:10])[C:2]1[CH:7]=[CH:6][CH:5]=[CH:4][CH:3]=1.O.O[N:32]1C2C=CC=CC=2N=N1.Cl.CN(C)CCCN=C=NCC.N.O1CCOCC1.[Cl-].[NH4+]. The catalyst is CN(C=O)C. The product is [CH2:1]([O:8][C:9](=[O:10])[NH:11][C@@H:12]([CH3:29])[CH2:13][N:14]1[C:22]2[C:17](=[CH:18][CH:19]=[C:20]3[O:25][C:24]([C:26](=[O:27])[NH2:32])=[CH:23][C:21]3=2)[CH:16]=[N:15]1)[C:2]1[CH:3]=[CH:4][CH:5]=[CH:6][CH:7]=1. The yield is 0.830.